This data is from Experimentally validated miRNA-target interactions with 360,000+ pairs, plus equal number of negative samples. The task is: Binary Classification. Given a miRNA mature sequence and a target amino acid sequence, predict their likelihood of interaction. (1) The miRNA is mmu-miR-547-3p with sequence CUUGGUACAUCUUUGAGUGAG. The protein sequence of the target gene is MKLPLTFCRLLSRLNRFSVKASPPVSFSTFSYLCSQKKKNSYEAVDQAKYSRLVRSVLSRGPAQTPESLFKEDDVLYGPVSKHKAAEPEPQARVPQHCFPIFNEERTGKPHTDASSSPLKIPLQRNSIPSVTRILQQTMPPEQSFFLERWKERMVLELGEDGFAEYTSNVFLQGKQFHKALESILSPQENLTGGEEHPQCGYIESIQHILTEISGVQALESAVQHEALKYVGLLDCVAEYRGKLCVIDWKTSEKPKPLIRNTYDNPLQVVAYMGAVNHDAHYSFQVQCGLIVVAYKDGSP.... Result: 0 (no interaction). (2) The miRNA is hsa-miR-5187-5p with sequence UGGGAUGAGGGAUUGAAGUGGA. The protein sequence of the target gene is MPEPGKKPVSAFSKKPRSVEVAAGSPAVFEAETERAGVKVRWQRGGSDISASNKYGLATEGTRHTLTVREVGPADQGSYAVIAGSSKVKFDLKVIEAEKAEPMLAPAPAPAEATGAPGEAPAPAAELGESAPSPKGSSSAALNGPTPGAPDDPIGLFVMRPQDGEVTVGGSITFSARVAGASLLKPPVVKWFKGKWVDLSSKVGQHLQLHDSYDRASKVYLFELHITDAQPAFTGSYRCEVSTKDKFDCSNFNLTVHEAMGTGDLDLLSAFRRTSLAGGGRRISDSHEDTGILDFSSLLK.... Result: 0 (no interaction). (3) The miRNA is mmu-miR-706 with sequence AGAGAAACCCUGUCUCAAAAAA. The protein sequence of the target gene is MSEARRDSTSSLQRKKPPWLKLDIPSAVPLTAEEPSFLQPLRRQAFLRSVSMPAETAHISSPHHELRRPVLQRQTSITQTIRRGTADWFGVSKDSDSTQKWQRKSIRHCSQRYGKLKPQVLRELDLPSQDNVSLTSTETPPPLYVGPCQLGMQKIIDPLARGRAFRVADDTAEGLSAPHTPVTPGAASLCSFSSSRSGFHRLPRRRKRESVAKMSFRAAAALMKGRSVRDGTFRRAQRRSFTPASFLEEDTTDFPDELDTSFFAREGILHEELSTYPDEVFESPSEAALKDWEKAPEQAD.... Result: 0 (no interaction). (4) The miRNA is cel-miR-1022-5p with sequence AAGAUCAUUGUUAGGACGCCAUC. The protein sequence of the target gene is MPVVRKIFRRRRGDSESEEDEQDSEEVRLKLEETREVQNLRKRPNGVSAVALLVGEKVQEETTLVDDPFQMKTGGMVDMKKLKERGKDKISEEEDLHLGTSFSAETNRRDEDADMMKYIETELKKRKGIVEHEEQKVKPKNAEDCLYELPENIRVSSAKKTEEMLSNQMLSGIPEVDLGIDAKIKNIISTEDAKARLLAEQQNKKKDSETSFVPTNMAVNYVQHNRFYHEELNAPIRRNKEEPKARPLRVGDTEKPEPERSPPNRKRPANEKATDDYHYEKFKKMNRRY. Result: 0 (no interaction).